Dataset: Full USPTO retrosynthesis dataset with 1.9M reactions from patents (1976-2016). Task: Predict the reactants needed to synthesize the given product. (1) Given the product [Cl:1][C:2]1[CH:7]=[CH:6][CH:5]=[CH:4][C:3]=1[N:8]1[C:12]([C:13]([Cl:23])=[O:14])=[CH:11][C:10]([C:16]([F:19])([F:18])[F:17])=[N:9]1, predict the reactants needed to synthesize it. The reactants are: [Cl:1][C:2]1[CH:7]=[CH:6][CH:5]=[CH:4][C:3]=1[N:8]1[C:12]([C:13](O)=[O:14])=[CH:11][C:10]([C:16]([F:19])([F:18])[F:17])=[N:9]1.C(Cl)(=O)C([Cl:23])=O. (2) Given the product [CH3:7][C:6]1[C:9]2[N:4]([CH:11]=[CH:12][CH:13]=2)[CH2:3][CH2:2][N:5]=1, predict the reactants needed to synthesize it. The reactants are: Cl.[CH2:2]([NH2:5])[CH2:3][NH2:4].[C:6]([C:9]1O[CH:11]=[CH:12][CH:13]=1)(=O)[CH3:7].C([O-])([O-])=O.[K+].[K+]. (3) Given the product [Cl:24][C:21]1[CH:22]=[CH:23][C:18]([C:9]2[NH:8][C:16]3[C:11]([CH:10]=2)=[CH:12][CH:13]=[CH:14][C:15]=3[Cl:17])=[CH:19][C:20]=1[S:25]([NH:26][CH:27]1[CH2:32][CH2:31][CH2:30][CH2:29][CH2:28]1)(=[O:33])=[O:34], predict the reactants needed to synthesize it. The reactants are: C(OC([N:8]1[C:16]2[C:11](=[CH:12][CH:13]=[CH:14][C:15]=2[Cl:17])[CH:10]=[C:9]1[C:18]1[CH:23]=[CH:22][C:21]([Cl:24])=[C:20]([S:25](=[O:34])(=[O:33])[NH:26][CH:27]2[CH2:32][CH2:31][CH2:30][CH2:29][CH2:28]2)[CH:19]=1)=O)(C)(C)C. (4) Given the product [NH2:31][C:23]([C:21]1[O:22][C:18]2[CH:17]=[CH:16][C:15]([C:12]3[N:11]=[C:10]([C:8]4[CH:7]=[N:6][N:5]([CH2:1][CH2:2][CH2:3][CH3:4])[CH:9]=4)[O:14][N:13]=3)=[CH:39][C:19]=2[CH:20]=1)([CH2:24][OH:25])[CH2:28][OH:27], predict the reactants needed to synthesize it. The reactants are: [CH2:1]([N:5]1[CH:9]=[C:8]([C:10]2[O:14][N:13]=[C:12]([C:15]3[CH:16]=[CH:17][C:18]4[O:22][C:21]([C:23]5([NH:31]C(=O)OC(C)(C)C)[CH2:28][O:27]C(C)(C)[O:25][CH2:24]5)=[CH:20][C:19]=4[CH:39]=3)[N:11]=2)[CH:7]=[N:6]1)[CH2:2][CH2:3][CH3:4].ClC1C=C(C2ON=C(C3C=CC4OC(C5(NC(=O)OC(C)(C)C)COC(C)(C)OC5)=CC=4C=3)N=2)C=CC=1OCCC. (5) Given the product [CH3:12][N:9]1[C:10]2[C:5](=[CH:4][CH:3]=[C:2]([B:24]3[O:25][C:26]([CH3:28])([CH3:27])[C:22]([CH3:38])([CH3:21])[O:23]3)[CH:11]=2)[C:6]([CH3:15])([CH3:14])[CH2:7][C:8]1=[O:13], predict the reactants needed to synthesize it. The reactants are: Br[C:2]1[CH:11]=[C:10]2[C:5]([C:6]([CH3:15])([CH3:14])[CH2:7][C:8](=[O:13])[N:9]2[CH3:12])=[CH:4][CH:3]=1.CC([O-])=O.[K+].[CH3:21][C:22]1([CH3:38])[C:26]([CH3:28])([CH3:27])[O:25][B:24]([B:24]2[O:25][C:26]([CH3:28])([CH3:27])[C:22]([CH3:38])([CH3:21])[O:23]2)[O:23]1.